From a dataset of NCI-60 drug combinations with 297,098 pairs across 59 cell lines. Regression. Given two drug SMILES strings and cell line genomic features, predict the synergy score measuring deviation from expected non-interaction effect. Drug 1: CCC(=C(C1=CC=CC=C1)C2=CC=C(C=C2)OCCN(C)C)C3=CC=CC=C3.C(C(=O)O)C(CC(=O)O)(C(=O)O)O. Drug 2: CC1CCCC2(C(O2)CC(NC(=O)CC(C(C(=O)C(C1O)C)(C)C)O)C(=CC3=CSC(=N3)C)C)C. Cell line: RXF 393. Synergy scores: CSS=28.8, Synergy_ZIP=4.12, Synergy_Bliss=3.54, Synergy_Loewe=-21.5, Synergy_HSA=2.86.